This data is from Full USPTO retrosynthesis dataset with 1.9M reactions from patents (1976-2016). The task is: Predict the reactants needed to synthesize the given product. Given the product [CH3:7][C:8]1[C:12]([C:13]2[CH:21]=[CH:20][C:16]([C:17]3[O:19][N:27]=[C:26]([C:28]4[CH:33]=[CH:32][CH:31]=[CH:30][C:29]=4[O:34][CH3:35])[N:25]=3)=[CH:15][C:14]=2[CH3:22])=[C:11]([CH3:23])[O:10][N:9]=1, predict the reactants needed to synthesize it. The reactants are: C(Cl)(=O)C(Cl)=O.[CH3:7][C:8]1[C:12]([C:13]2[CH:21]=[CH:20][C:16]([C:17]([OH:19])=O)=[CH:15][C:14]=2[CH3:22])=[C:11]([CH3:23])[O:10][N:9]=1.O[N:25]=[C:26]([C:28]1[CH:33]=[CH:32][CH:31]=[CH:30][C:29]=1[O:34][CH3:35])[NH2:27].CCN(C(C)C)C(C)C.